Task: Predict the reactants needed to synthesize the given product.. Dataset: Full USPTO retrosynthesis dataset with 1.9M reactions from patents (1976-2016) (1) Given the product [Cl:1][C:2]1[N:7]=[CH:6][N:5]=[C:4]2[C:3]=1[N:9]=[C:19]([NH:18][C:12]1[C:11]([Cl:10])=[CH:16][CH:15]=[CH:14][C:13]=1[Cl:17])[NH:8]2, predict the reactants needed to synthesize it. The reactants are: [Cl:1][C:2]1[N:7]=[CH:6][N:5]=[C:4]([NH2:8])[C:3]=1[NH2:9].[Cl:10][C:11]1[CH:16]=[CH:15][CH:14]=[C:13]([Cl:17])[C:12]=1[N:18]=[C:19]=S.CCN(C(C)C)C(C)C. (2) Given the product [NH2:18][C:14]1[CH:15]=[C:16]2[S:17][C:9]([NH:8][CH2:7][C:6]3[CH:5]=[CH:4][C:3]([O:2][CH3:1])=[CH:27][CH:26]=3)=[C:10]([C:21]([O:23][CH2:24][CH3:25])=[O:22])[C:11]2=[N:12][CH:13]=1, predict the reactants needed to synthesize it. The reactants are: [CH3:1][O:2][C:3]1[CH:27]=[CH:26][C:6]([CH2:7][NH:8][C:9]2[S:17][C:16]3[C:11](=[N:12][CH:13]=[C:14]([N+:18]([O-])=O)[CH:15]=3)[C:10]=2[C:21]([O:23][CH2:24][CH3:25])=[O:22])=[CH:5][CH:4]=1. (3) Given the product [CH:1]1([CH2:7][C:8]2[N:9]=[N:10][N:11]([C@@H:13]3[C@H:17]4[O:18][CH2:19][C@H:20]([NH:21][C:27]([C:26]5[NH:22][CH:23]=[N:24][CH:25]=5)=[O:28])[C@H:16]4[O:15][CH2:14]3)[CH:12]=2)[CH2:2][CH2:3][CH2:4][CH2:5][CH2:6]1, predict the reactants needed to synthesize it. The reactants are: [CH:1]1([CH2:7][C:8]2[N:9]=[N:10][N:11]([C@@H:13]3[C@H:17]4[O:18][CH2:19][C@H:20]([NH2:21])[C@H:16]4[O:15][CH2:14]3)[CH:12]=2)[CH2:6][CH2:5][CH2:4][CH2:3][CH2:2]1.[NH:22]1[C:26]([C:27](O)=[O:28])=[CH:25][N:24]=[CH:23]1. (4) Given the product [Cl:1][C:2]1[CH:3]=[C:4]([C:5](=[O:6])[C:11]#[N:13])[CH:8]=[CH:9][CH:10]=1, predict the reactants needed to synthesize it. The reactants are: [Cl:1][C:2]1[CH:3]=[C:4]([CH:8]=[CH:9][CH:10]=1)[C:5](Cl)=[O:6].[C:11](#[N:13])C. (5) Given the product [OH:9][C:2]([CH3:1])([CH2:3][CH2:4][OH:5])[CH2:8][C:6]([NH:10][CH2:11][CH2:12][CH2:13][CH2:14][CH2:15][OH:16])=[O:7], predict the reactants needed to synthesize it. The reactants are: [CH3:1][C@:2]1([OH:9])[CH2:8][C:6](=[O:7])[O:5][CH2:4][CH2:3]1.[NH2:10][CH2:11][CH2:12][CH2:13][CH2:14][CH2:15][OH:16]. (6) Given the product [CH2:26]([O:25][CH2:24][C@H:6]([O:7][CH2:8][CH2:9][CH2:10][CH2:11][CH2:12][CH2:13][CH2:14][CH2:15][CH2:16][CH2:17][CH2:18][CH2:19][CH2:20][CH2:21][CH2:22][CH3:23])[CH2:5][OH:4])[C:27]1[CH:32]=[CH:31][CH:30]=[CH:29][CH:28]=1, predict the reactants needed to synthesize it. The reactants are: C([O:4][CH2:5][C@H:6]([CH2:24][O:25][CH2:26][C:27]1[CH:32]=[CH:31][CH:30]=[CH:29][CH:28]=1)[O:7][CH2:8][CH2:9][CH2:10][CH2:11][CH2:12][CH2:13][CH2:14][CH2:15][CH2:16][CH2:17][CH2:18][CH2:19][CH2:20][CH2:21][CH2:22][CH3:23])C=C.CN1C(=O)CC(=O)N(C)C1=O.C([O-])(O)=O.[Na+].